This data is from Full USPTO retrosynthesis dataset with 1.9M reactions from patents (1976-2016). The task is: Predict the reactants needed to synthesize the given product. The reactants are: Cl.Cl.[O:3]1[C:7]2[CH:8]=[CH:9][CH:10]=[C:11]([CH:12]3[CH2:17][CH2:16][N:15]([CH2:18][CH2:19][C@H:20]4[CH2:25][CH2:24][C@H:23]([NH2:26])[CH2:22][CH2:21]4)[CH2:14][CH2:13]3)[C:6]=2[CH2:5][CH2:4]1.[O:27]1[CH2:31][CH2:30][CH2:29][CH:28]1[C:32](O)=[O:33]. Given the product [O:3]1[C:7]2[CH:8]=[CH:9][CH:10]=[C:11]([CH:12]3[CH2:17][CH2:16][N:15]([CH2:18][CH2:19][C@H:20]4[CH2:21][CH2:22][C@H:23]([NH:26][C:32]([CH:28]5[CH2:29][CH2:30][CH2:31][O:27]5)=[O:33])[CH2:24][CH2:25]4)[CH2:14][CH2:13]3)[C:6]=2[CH2:5][CH2:4]1, predict the reactants needed to synthesize it.